From a dataset of Experimentally validated miRNA-target interactions with 360,000+ pairs, plus equal number of negative samples. Binary Classification. Given a miRNA mature sequence and a target amino acid sequence, predict their likelihood of interaction. The miRNA is mmu-miR-208b-3p with sequence AUAAGACGAACAAAAGGUUUGU. The protein sequence of the target gene is MDERRGKERVQWTTTIIISSSLKSYEIATALENRSHKVRYSDTLESGSIVFSLSGVAFLLMDAKECMTSAEEIFVTKIEKFINIHQNSFLVLFAPLHGPEEWSLMFRIHQRFLGSNLRILPVHNTVNALDLMCTIAKTTSKPHIDSICYRMITTKAYIIEQSPVWRTLQKIKLSSDSVSADSGE. Result: 0 (no interaction).